Task: Predict which catalyst facilitates the given reaction.. Dataset: Catalyst prediction with 721,799 reactions and 888 catalyst types from USPTO (1) Reactant: [Cl:1][C:2]1[CH:7]=[CH:6][N:5]=[C:4]([NH2:8])[CH:3]=1.C[Si]([N-][Si](C)(C)C)(C)C.[Li+].[CH3:19][C:20]([O:23][C:24](O[C:24]([O:23][C:20]([CH3:22])([CH3:21])[CH3:19])=[O:25])=[O:25])([CH3:22])[CH3:21]. Product: [Cl:1][C:2]1[CH:7]=[CH:6][N:5]=[C:4]([NH:8][C:24](=[O:25])[O:23][C:20]([CH3:22])([CH3:21])[CH3:19])[CH:3]=1. The catalyst class is: 1. (2) Reactant: C(=O)([O-])[O-].[K+].[K+].[CH3:7][N:8]=[C:9]=[O:10].[N+:11]([C:14]1[CH:19]=[C:18]([C:20]([F:23])([F:22])[F:21])[CH:17]=[CH:16][C:15]=1[O:24][C:25]1[CH:29]=[C:28]([C:30]([F:33])([F:32])[F:31])[NH:27][N:26]=1)([O-:13])=[O:12].Cl. Product: [CH3:7][NH:8][C:9]([N:27]1[C:28]([C:30]([F:31])([F:33])[F:32])=[CH:29][C:25]([O:24][C:15]2[CH:16]=[CH:17][C:18]([C:20]([F:23])([F:22])[F:21])=[CH:19][C:14]=2[N+:11]([O-:13])=[O:12])=[N:26]1)=[O:10]. The catalyst class is: 13. (3) The catalyst class is: 1. Product: [OH:8][CH2:9][C:10]1([CH2:28][OH:29])[O:15][C:14]2[CH:16]=[CH:17][C:18]([N+:20]([O-:22])=[O:21])=[CH:19][C:13]=2[N:12]2[C:23](=[O:27])[N:24]([CH3:26])[N:25]=[C:11]12. Reactant: [Si]([O:8][CH2:9][C:10]1([CH2:28][O:29][Si](C(C)(C)C)(C)C)[O:15][C:14]2[CH:16]=[CH:17][C:18]([N+:20]([O-:22])=[O:21])=[CH:19][C:13]=2[N:12]2[C:23](=[O:27])[N:24]([CH3:26])[N:25]=[C:11]12)(C(C)(C)C)(C)C.CCCC[N+](CCCC)(CCCC)CCCC.[F-]. (4) Reactant: [N:1]12[CH2:10][CH:5]3[CH2:6][CH:7]([CH2:9][CH:3]([C@H:4]3[CH2:11][NH2:12])[CH2:2]1)[CH2:8]2.[NH:13]1[C:21]2[C:16](=[CH:17][C:18]([C:22](O)=[O:23])=[CH:19][CH:20]=2)[CH:15]=[CH:14]1.Cl.CN(C)CCCN=C=NCC.ON1C2C=CC=CC=2N=N1. Product: [N:1]12[CH2:10][CH:5]3[CH2:6][CH:7]([CH2:9][CH:3]([C@H:4]3[CH2:11][NH:12][C:22]([C:18]3[CH:17]=[C:16]4[C:21](=[CH:20][CH:19]=3)[NH:13][CH:14]=[CH:15]4)=[O:23])[CH2:2]1)[CH2:8]2. The catalyst class is: 17. (5) Reactant: [OH-].[Li+].C([O:6][CH:7]([CH2:9][CH2:10][CH2:11][O:12][C:13]1[CH:18]=[CH:17][C:16]([C:19]([O:28][CH2:29][O:30][CH3:31])([C:24]([F:27])([F:26])[F:25])[C:20]([F:23])([F:22])[F:21])=[CH:15][C:14]=1[CH2:32][CH2:33][CH3:34])[CH3:8])(=O)C. Product: [F:21][C:20]([F:22])([F:23])[C:19]([C:16]1[CH:17]=[CH:18][C:13]([O:12][CH2:11][CH2:10][CH2:9][CH:7]([OH:6])[CH3:8])=[C:14]([CH2:32][CH2:33][CH3:34])[CH:15]=1)([O:28][CH2:29][O:30][CH3:31])[C:24]([F:25])([F:27])[F:26]. The catalyst class is: 5.